From a dataset of Reaction yield outcomes from USPTO patents with 853,638 reactions. Predict the reaction yield, written as a fraction of the theoretical maximum amount of product (1.0 means a 100% yield; for example, 0.34 means a 34% yield). (1) The yield is 0.940. The reactants are CCN(CC)CC.Cl.[NH:9]1[CH2:12][CH2:11][CH2:10]1.[Br:13][C:14]1[CH:22]=[CH:21][C:17]([C:18](Cl)=[O:19])=[CH:16][CH:15]=1. The catalyst is C(Cl)Cl. The product is [N:9]1([C:18]([C:17]2[CH:21]=[CH:22][C:14]([Br:13])=[CH:15][CH:16]=2)=[O:19])[CH2:12][CH2:11][CH2:10]1. (2) The reactants are [CH2:1]([N:8]([CH2:28][C:29]1[CH:34]=[CH:33][CH:32]=[CH:31][CH:30]=1)[C@H:9]1[CH2:18][C:17]2[C:12](=[CH:13][CH:14]=[CH:15][C:16]=2B2OC(C)(C)C(C)(C)O2)[O:11][CH2:10]1)[C:2]1[CH:7]=[CH:6][CH:5]=[CH:4][CH:3]=1.Br[C:36]1[CH:37]=[N:38][C:39]([C:42]([N:44]([CH3:46])[CH3:45])=[O:43])=[N:40][CH:41]=1. No catalyst specified. The product is [CH2:28]([N:8]([CH2:1][C:2]1[CH:3]=[CH:4][CH:5]=[CH:6][CH:7]=1)[C@H:9]1[CH2:18][C:17]2[C:12](=[CH:13][CH:14]=[CH:15][C:16]=2[C:36]2[CH:41]=[N:40][C:39]([C:42]([N:44]([CH3:46])[CH3:45])=[O:43])=[N:38][CH:37]=2)[O:11][CH2:10]1)[C:29]1[CH:34]=[CH:33][CH:32]=[CH:31][CH:30]=1. The yield is 0.610. (3) The reactants are Cl[C:2]1[N:7]=[C:6]([CH3:8])[C:5]([CH2:9][C:10]([O:12][CH3:13])=[O:11])=[C:4]([C:14]2[CH:19]=[CH:18][CH:17]=[CH:16][CH:15]=2)[N:3]=1.[NH:20]1[CH2:25][CH2:24][CH2:23][CH2:22][CH2:21]1.[CH2:26]1COCC1. The catalyst is C(=O)([O-])O.[Na+]. The product is [CH3:8][C:6]1[C:5]([CH2:9][C:10]([O:12][CH3:13])=[O:11])=[C:4]([C:14]2[CH:19]=[CH:18][C:17]([CH3:26])=[CH:16][CH:15]=2)[N:3]=[C:2]([N:20]2[CH2:25][CH2:24][CH2:23][CH2:22][CH2:21]2)[N:7]=1. The yield is 0.870. (4) The reactants are Cl[C:2]1[N:7]=[C:6]([NH:8][C:9]2[CH:14]=[CH:13][C:12]3[O:15][CH2:16][CH2:17][O:18][C:11]=3[CH:10]=2)[C:5]([F:19])=[CH:4][N:3]=1.[NH2:20][C:21]1[CH:22]=[N:23][CH:24]=[CH:25][CH:26]=1.CC(C)([O-])C.[Na+].C1C=CC(P(C2C=CC3C(=CC=CC=3)C=2C2C3C(=CC=CC=3)C=CC=2P(C2C=CC=CC=2)C2C=CC=CC=2)C2C=CC=CC=2)=CC=1.C(N(CC)C(C)C)(C)C. The catalyst is C1(C)C=CC=CC=1.C([O-])(=O)C.[Pd+2].C([O-])(=O)C. The product is [CH2:17]1[CH2:16][O:15][C:12]2[CH:13]=[CH:14][C:9]([NH:8][C:6]3[C:5]([F:19])=[CH:4][N:3]=[C:2]([NH:20][C:21]4[CH:22]=[N:23][CH:24]=[CH:25][CH:26]=4)[N:7]=3)=[CH:10][C:11]=2[O:18]1. The yield is 0.140. (5) The reactants are [NH2:1][C:2]1[CH:7]=[CH:6][C:5]([S:8]([CH3:16])(=[N:10][C:11](=O)[CH2:12][O:13][CH3:14])=[O:9])=[CH:4][CH:3]=1. The yield is 0.820. The product is [NH2:1][C:2]1[CH:3]=[CH:4][C:5]([S:8]([CH3:16])(=[N:10][CH2:11][CH2:12][O:13][CH3:14])=[O:9])=[CH:6][CH:7]=1. The catalyst is O1CCCC1. (6) The catalyst is O1CCCC1.CCCCCCC.C(OC(=O)C)C. The product is [C:35]([O:34][C:32](=[O:33])[NH:31][CH2:11][CH2:10][CH2:9][CH2:8][CH:7]([C:4]1[CH:5]=[CH:6][N:1]=[CH:2][CH:3]=1)[CH2:13][CH2:14][CH2:15][CH2:16][CH2:17][CH2:18][CH2:19][CH2:20][CH:21]=[CH:22][CH2:23][CH2:24][CH2:25][CH2:26][CH2:27][CH2:28][CH2:29][CH3:30])([CH3:38])([CH3:37])[CH3:36]. The yield is 0.390. The reactants are [N:1]1[CH:6]=[CH:5][C:4]([CH:7]([CH2:13][CH2:14][CH2:15][CH2:16][CH2:17][CH2:18][CH2:19][CH2:20][CH:21]=[CH:22][CH2:23][CH2:24][CH2:25][CH2:26][CH2:27][CH2:28][CH2:29][CH3:30])[CH2:8][CH2:9][CH2:10][CH2:11]O)=[CH:3][CH:2]=1.[NH:31](C(OC(C)(C)C)=O)[C:32]([O:34][C:35]([CH3:38])([CH3:37])[CH3:36])=[O:33].C1(P(C2C=CC=CC=2)C2C=CC=CC=2)C=CC=CC=1.CCOC(/N=N/C(OCC)=O)=O. (7) The reactants are CC(C)=[O:3].OS(O)(=O)=O.O=[Cr](=O)=O.[Br:14][C:15]1[C:16]([Cl:27])=[CH:17][C:18]([O:25][CH3:26])=[C:19]([CH2:21][CH2:22][CH:23]=[O:24])[CH:20]=1. The catalyst is CC(C)=O. The product is [Br:14][C:15]1[C:16]([Cl:27])=[CH:17][C:18]([O:25][CH3:26])=[C:19]([CH2:21][CH2:22][C:23]([OH:3])=[O:24])[CH:20]=1. The yield is 0.380. (8) The product is [N:9]12[CH2:16][CH2:15][CH:12]([CH2:13][CH2:14]1)[C@@H:11]([O:17][C:18](=[O:26])[C:19]([C:20]1[O:21][CH:22]=[CH:23][CH:24]=1)([OH:25])[C:1]1[CH:6]=[CH:5][CH:4]=[CH:3][CH:2]=1)[CH2:10]2. The reactants are [C:1]1([Mg]Br)[CH:6]=[CH:5][CH:4]=[CH:3][CH:2]=1.[N:9]12[CH2:16][CH2:15][CH:12]([CH2:13][CH2:14]1)[C@@H:11]([O:17][C:18](=[O:26])[C:19](=[O:25])[C:20]1[O:21][CH:22]=[CH:23][CH:24]=1)[CH2:10]2.[Cl-].[NH4+].CCOCC. The yield is 0.400. The catalyst is C1COCC1.N#N.